This data is from Aqueous solubility values for 9,982 compounds from the AqSolDB database. The task is: Regression/Classification. Given a drug SMILES string, predict its absorption, distribution, metabolism, or excretion properties. Task type varies by dataset: regression for continuous measurements (e.g., permeability, clearance, half-life) or binary classification for categorical outcomes (e.g., BBB penetration, CYP inhibition). For this dataset (solubility_aqsoldb), we predict Y. (1) The molecule is CN1c2ccccc2Sc2ccccc21. The Y is -5.59 log mol/L. (2) The molecule is CC(Oc1ccc2ccccc2c1)C(=O)Nc1ccccc1. The Y is -5.59 log mol/L. (3) The compound is COC(=O)c1cccc(C(=O)OC)c1. The Y is -2.83 log mol/L.